This data is from Full USPTO retrosynthesis dataset with 1.9M reactions from patents (1976-2016). The task is: Predict the reactants needed to synthesize the given product. (1) Given the product [NH:2]=[C:3]1[N:7]([CH3:8])[C:6]2[CH:9]=[CH:10][C:11]([C:13]3[S:14][C:15]4[CH:21]=[C:20]([CH3:22])[CH:19]=[CH:18][C:16]=4[N:17]=3)=[CH:12][C:5]=2[S:4]1, predict the reactants needed to synthesize it. The reactants are: [I-].[NH2:2][C:3]1[S:4][C:5]2[CH:12]=[C:11]([C:13]3[S:14][C:15]4[CH:21]=[C:20]([CH3:22])[CH:19]=[CH:18][C:16]=4[N:17]=3)[CH:10]=[CH:9][C:6]=2[N+:7]=1[CH3:8].O.[OH-].[Na+]. (2) Given the product [F:13][C:14]1[CH:15]=[C:16]([C:2]2[C:10]3[C:5](=[N:6][C:7]([NH2:11])=[N:8][CH:9]=3)[N:4]([CH3:12])[N:3]=2)[CH:17]=[C:18]([F:20])[CH:19]=1, predict the reactants needed to synthesize it. The reactants are: Br[C:2]1[C:10]2[C:5](=[N:6][C:7]([NH2:11])=[N:8][CH:9]=2)[N:4]([CH3:12])[N:3]=1.[F:13][C:14]1[CH:15]=[C:16](B(O)O)[CH:17]=[C:18]([F:20])[CH:19]=1.C1(P(C2CCCCC2)C2CCCCC2)CCCCC1.P([O-])([O-])([O-])=O.[K+].[K+].[K+].